Task: Predict the reactants needed to synthesize the given product.. Dataset: Full USPTO retrosynthesis dataset with 1.9M reactions from patents (1976-2016) (1) Given the product [NH:11]1[CH2:12][CH2:13][C:8]2([C:21]3[C:26](=[CH:25][CH:24]=[CH:23][CH:22]=3)[C@@H:5]([NH:4][C:1](=[O:3])[CH3:2])[CH2:6][CH2:7]2)[CH2:9][CH2:10]1, predict the reactants needed to synthesize it. The reactants are: [C:1]([NH:4][C@@H:5]1[C:26]2[C:21](=[CH:22][CH:23]=[CH:24][CH:25]=2)[C:8]2([CH2:13][CH2:12][N:11](C(OC(C)(C)C)=O)[CH2:10][CH2:9]2)[CH2:7][CH2:6]1)(=[O:3])[CH3:2].C(O)(C(F)(F)F)=O. (2) Given the product [NH:31]1[C:32]2[C:28](=[CH:27][C:26]([C:14]3[C:15]([CH3:25])=[N:16][N:17]([C:18]4[CH:23]=[CH:22][CH:21]=[CH:20][C:19]=4[CH3:24])[C:13]=3[NH:12][C:5]3[CH:6]=[CH:7][C:8]([O:10][CH3:11])=[CH:9][C:4]=3[C:3]([OH:35])=[O:2])=[CH:34][CH:33]=2)[CH:29]=[N:30]1, predict the reactants needed to synthesize it. The reactants are: C[O:2][C:3](=[O:35])[C:4]1[CH:9]=[C:8]([O:10][CH3:11])[CH:7]=[CH:6][C:5]=1[NH:12][C:13]1[N:17]([C:18]2[CH:23]=[CH:22][CH:21]=[CH:20][C:19]=2[CH3:24])[N:16]=[C:15]([CH3:25])[C:14]=1[C:26]1[CH:27]=[C:28]2[C:32](=[CH:33][CH:34]=1)[NH:31][N:30]=[CH:29]2.[OH-].[Na+].Cl.